The task is: Predict the reactants needed to synthesize the given product.. This data is from Retrosynthesis with 50K atom-mapped reactions and 10 reaction types from USPTO. Given the product Nc1cc(COc2cccc(Br)c2)ccc1Sc1ccc(O)cc1, predict the reactants needed to synthesize it. The reactants are: O=[N+]([O-])c1cc(COc2cccc(Br)c2)ccc1Sc1ccc(O)cc1.